Dataset: Full USPTO retrosynthesis dataset with 1.9M reactions from patents (1976-2016). Task: Predict the reactants needed to synthesize the given product. (1) Given the product [CH2:1]([C:3]1[C:8](=[O:9])[NH:7][C:6]([CH3:10])=[C:5]([C:11]2[CH:16]=[CH:15][CH:14]=[C:13]([C:17]([N:20]3[CH2:24][CH2:23][CH2:22][CH2:21]3)=[O:19])[N:12]=2)[CH:4]=1)[CH3:2], predict the reactants needed to synthesize it. The reactants are: [CH2:1]([C:3]1[C:8](=[O:9])[NH:7][C:6]([CH3:10])=[C:5]([C:11]2[CH:16]=[CH:15][CH:14]=[C:13]([C:17]([OH:19])=O)[N:12]=2)[CH:4]=1)[CH3:2].[NH:20]1[CH2:24][CH2:23][CH2:22][CH2:21]1. (2) Given the product [Cl:1][C:2]1[C:3]([F:35])=[C:4]([C:9]2([C:31]([F:34])([F:32])[F:33])[CH2:13][CH2:12][N:11]([C:14]3[CH:26]=[CH:25][C:17]([CH2:18][NH:19][C:20]([CH:22]4[CH2:23][CH2:24]4)=[O:21])=[C:16]([C:27]([F:28])([F:29])[F:30])[CH:15]=3)[CH:10]2[OH:37])[CH:5]=[C:6]([Cl:8])[CH:7]=1, predict the reactants needed to synthesize it. The reactants are: [Cl:1][C:2]1[C:3]([F:35])=[C:4]([C:9]2([C:31]([F:34])([F:33])[F:32])[CH2:13][CH2:12][N:11]([C:14]3[CH:26]=[CH:25][C:17]([CH2:18][NH:19][C:20]([CH:22]4[CH2:24][CH2:23]4)=[O:21])=[C:16]([C:27]([F:30])([F:29])[F:28])[CH:15]=3)[CH2:10]2)[CH:5]=[C:6]([Cl:8])[CH:7]=1.[N+]([O-])([O-])=[O:37].[NH4+].[Ce].COC(C)(C)C. (3) The reactants are: [N+:1]([C:4]1[CH:5]=[N:6][C:7]2[NH:8][CH2:9][CH2:10][CH2:11][C:12]=2[C:13]=1[N:14]1[CH2:19][CH2:18][CH2:17][C@H:16]([NH:20][C:21](=[O:27])[O:22][C:23]([CH3:26])([CH3:25])[CH3:24])[CH2:15]1)([O-:3])=[O:2].[C:28](O[C:28]([O:30][C:31]([CH3:34])([CH3:33])[CH3:32])=[O:29])([O:30][C:31]([CH3:34])([CH3:33])[CH3:32])=[O:29]. Given the product [C:23]([O:22][C:21]([NH:20][C@H:16]1[CH2:17][CH2:18][CH2:19][N:14]([C:13]2[C:4]([N+:1]([O-:3])=[O:2])=[CH:5][N:6]=[C:7]3[C:12]=2[CH2:11][CH2:10][CH2:9][N:8]3[C:28]([O:30][C:31]([CH3:34])([CH3:33])[CH3:32])=[O:29])[CH2:15]1)=[O:27])([CH3:24])([CH3:26])[CH3:25], predict the reactants needed to synthesize it. (4) Given the product [Br:22][CH:1]([C:3]1[O:4][C:5]2[C:10]([C:11](=[O:20])[C:12]=1[C:13]1[CH:18]=[CH:17][CH:16]=[C:15]([F:19])[CH:14]=1)=[CH:9][C:8]([F:21])=[CH:7][CH:6]=2)[CH3:2], predict the reactants needed to synthesize it. The reactants are: [CH2:1]([C:3]1[O:4][C:5]2[C:10]([C:11](=[O:20])[C:12]=1[C:13]1[CH:18]=[CH:17][CH:16]=[C:15]([F:19])[CH:14]=1)=[CH:9][C:8]([F:21])=[CH:7][CH:6]=2)[CH3:2].[Br:22]N1C(=O)CCC1=O.N(C(C)(C)C#N)=NC(C)(C)C#N. (5) The reactants are: [F:1][C:2]1[CH:3]=[C:4]([CH:13]([CH3:17])[C:14]([OH:16])=O)[CH:5]=[CH:6][C:7]=1[NH:8][S:9]([CH3:12])(=[O:11])=[O:10].[F:18][C:19]1[CH:24]=[CH:23][C:22]([C:25]([C:29]2[CH:34]=[CH:33][C:32]([F:35])=[CH:31][CH:30]=2)=[CH:26][CH2:27][NH2:28])=[CH:21][CH:20]=1.FC1C=CC(C(C2C=CC(F)=CC=2)C(C=CC)(C2C=CC(NS(C)(=O)=O)=C(F)C=2)C(N)=O)=CC=1. Given the product [F:18][C:19]1[CH:24]=[CH:23][C:22]([C:25]([C:29]2[CH:30]=[CH:31][C:32]([F:35])=[CH:33][CH:34]=2)=[CH:26][CH2:27][NH:28][C:14](=[O:16])[CH:13]([C:4]2[CH:5]=[CH:6][C:7]([NH:8][S:9]([CH3:12])(=[O:10])=[O:11])=[C:2]([F:1])[CH:3]=2)[CH3:17])=[CH:21][CH:20]=1, predict the reactants needed to synthesize it. (6) Given the product [Cl:16][CH2:15][CH2:14][O:13][CH:5]([C:6]1[CH:7]=[CH:8][C:9]([F:12])=[CH:10][CH:11]=1)[C:21]#[N:22], predict the reactants needed to synthesize it. The reactants are: ClCCO[CH:5]([O:13][CH2:14][CH2:15][Cl:16])[C:6]1[CH:11]=[CH:10][C:9]([F:12])=[CH:8][CH:7]=1.C[Si]([C:21]#[N:22])(C)C.C(C(C#N)=C(C#N)C#N)#N. (7) The reactants are: [H-].[Na+].[F:3][C:4]([F:29])([F:28])[C@@H:5]([C:7]1[CH:12]=[CH:11][C:10]([N:13]2[CH2:26][CH2:25][C:15]3([CH2:24][CH2:23][C:18]4([O:22][CH2:21][CH2:20][O:19]4)[CH2:17][CH2:16]3)[C:14]2=[O:27])=[CH:9][CH:8]=1)[OH:6].I[CH3:31]. Given the product [F:29][C:4]([F:3])([F:28])[C@@H:5]([C:7]1[CH:8]=[CH:9][C:10]([N:13]2[CH2:26][CH2:25][C:15]3([CH2:16][CH2:17][C:18]4([O:22][CH2:21][CH2:20][O:19]4)[CH2:23][CH2:24]3)[C:14]2=[O:27])=[CH:11][CH:12]=1)[O:6][CH3:31], predict the reactants needed to synthesize it.